This data is from Catalyst prediction with 721,799 reactions and 888 catalyst types from USPTO. The task is: Predict which catalyst facilitates the given reaction. (1) Reactant: Cl.[NH2:2][CH2:3][C@@H:4]([C:6]1[C:14]2[S:13][C:12](=[O:15])[NH:11][C:10]=2[C:9]([OH:16])=[CH:8][CH:7]=1)[OH:5].[CH2:17]([O:25][CH2:26][CH2:27][N:28]1[CH2:33][CH2:32][CH2:31][C@@H:30]([CH:34]=O)[CH2:29]1)[CH2:18][C:19]1[CH:24]=[CH:23][CH:22]=[CH:21][CH:20]=1.C(O)(=O)C.C([BH3-])#N.[Na+]. Product: [OH:16][C:9]1[C:10]2[NH:11][C:12](=[O:15])[S:13][C:14]=2[C:6]([C@@H:4]([OH:5])[CH2:3][NH:2][CH2:34][C@H:30]2[CH2:31][CH2:32][CH2:33][N:28]([CH2:27][CH2:26][O:25][CH2:17][CH2:18][C:19]3[CH:20]=[CH:21][CH:22]=[CH:23][CH:24]=3)[CH2:29]2)=[CH:7][CH:8]=1. The catalyst class is: 5. (2) Reactant: [OH-].[K+].[CH2:3]([SH:15])[CH2:4][CH2:5][CH2:6][CH2:7][CH2:8][CH2:9][CH2:10][CH2:11][CH2:12][CH2:13][CH3:14].Br[CH2:17][CH:18]([OH:21])[CH2:19][OH:20]. Product: [CH2:3]([S:15][CH2:17][CH:18]([OH:21])[CH2:19][OH:20])[CH2:4][CH2:5][CH2:6][CH2:7][CH2:8][CH2:9][CH2:10][CH2:11][CH2:12][CH2:13][CH3:14]. The catalyst class is: 8. (3) Product: [CH3:1][O:2][C:3](=[O:15])[C:4]1[CH:9]=[C:8]([N:18]([CH3:19])[CH3:17])[CH:7]=[CH:6][C:5]=1[S:11]([CH3:14])(=[O:13])=[O:12]. The catalyst class is: 16. Reactant: [CH3:1][O:2][C:3](=[O:15])[C:4]1[CH:9]=[C:8](F)[CH:7]=[CH:6][C:5]=1[S:11]([CH3:14])(=[O:13])=[O:12].Cl.[CH3:17][NH:18][CH3:19].C(=O)([O-])[O-].[K+].[K+]. (4) Reactant: C(Cl)(Cl)[Cl:2].[S:5]1[C:9]([CH2:10][NH:11][CH:12]2[CH2:17][CH2:16][N:15]([CH2:18][CH2:19][N:20]3[C:29]4[C:24](=[CH:25][CH:26]=[C:27]([O:30][CH3:31])[CH:28]=4)[N:23]=[CH:22][C:21]3=[O:32])[CH2:14][CH2:13]2)=[CH:8][C:7]2[CH:33]=[CH:34][CH:35]=[CH:36][C:6]1=2.Cl.C(OCC)(=O)C. Product: [ClH:2].[S:5]1[C:9]([CH2:10][NH:11][CH:12]2[CH2:17][CH2:16][N:15]([CH2:18][CH2:19][N:20]3[C:29]4[C:24](=[CH:25][CH:26]=[C:27]([O:30][CH3:31])[CH:28]=4)[N:23]=[CH:22][C:21]3=[O:32])[CH2:14][CH2:13]2)=[CH:8][C:7]2[CH:33]=[CH:34][CH:35]=[CH:36][C:6]1=2. The catalyst class is: 13. (5) Reactant: [CH3:1][N:2]([CH3:30])[C:3]1([C:24]2[CH:29]=[CH:28][CH:27]=[CH:26][CH:25]=2)[CH2:8][CH2:7][CH:6]([NH:9][CH:10]([CH2:14][C:15]2[C:23]3[C:18](=[CH:19][CH:20]=[CH:21][CH:22]=3)[NH:17][CH:16]=2)[C:11]([NH2:13])=O)[CH2:5][CH2:4]1.N1C=CC=CC=1.ClCCl.[F:40][C:41]([F:52])([F:51])[C:42](O[C:42](=[O:43])[C:41]([F:52])([F:51])[F:40])=[O:43]. Product: [C:11]([CH:10]([N:9]([CH:6]1[CH2:7][CH2:8][C:3]([N:2]([CH3:30])[CH3:1])([C:24]2[CH:25]=[CH:26][CH:27]=[CH:28][CH:29]=2)[CH2:4][CH2:5]1)[C:42](=[O:43])[C:41]([F:52])([F:51])[F:40])[CH2:14][C:15]1[C:23]2[C:18](=[CH:19][CH:20]=[CH:21][CH:22]=2)[NH:17][CH:16]=1)#[N:13]. The catalyst class is: 66. (6) The catalyst class is: 92. Reactant: [Br:1][C:2]1[CH:7]=[C:6]([F:8])[CH:5]=[CH:4][C:3]=1[C@@H:9]1[CH2:11][C@H:10]1[C:12]([O:14]C)=[O:13].[OH-].[Na+].O. Product: [Br:1][C:2]1[CH:7]=[C:6]([F:8])[CH:5]=[CH:4][C:3]=1[C@@H:9]1[CH2:11][C@H:10]1[C:12]([OH:14])=[O:13].